This data is from Reaction yield outcomes from USPTO patents with 853,638 reactions. The task is: Predict the reaction yield, written as a fraction of the theoretical maximum amount of product (1.0 means a 100% yield; for example, 0.34 means a 34% yield). (1) The reactants are C[O:2][C:3](=[O:21])/[CH:4]=[CH:5]/[C:6]1[CH:11]=[CH:10][C:9]([Cl:12])=[CH:8][C:7]=1[NH:13][C:14]([O:16][C:17]([CH3:20])([CH3:19])[CH3:18])=[O:15].[OH-].[Na+].O. The catalyst is CO. The product is [C:17]([O:16][C:14]([NH:13][C:7]1[CH:8]=[C:9]([Cl:12])[CH:10]=[CH:11][C:6]=1/[CH:5]=[CH:4]/[C:3]([OH:21])=[O:2])=[O:15])([CH3:20])([CH3:18])[CH3:19]. The yield is 0.870. (2) The reactants are [Cl:1][CH:2]1[CH2:7][CH2:6][N:5]([C:8]2[CH:13]=[CH:12][N:11]=[CH:10][C:9]=2[N+:14]([O-])=O)[CH2:4][CH:3]1[NH:17][P:18](=[O:25])([O:22][CH2:23][CH3:24])[O:19][CH2:20][CH3:21]. The catalyst is CCOC(C)=O.[Pd]. The product is [NH2:14][C:9]1[CH:10]=[N:11][CH:12]=[CH:13][C:8]=1[N:5]1[CH2:6][CH2:7][CH:2]([Cl:1])[CH:3]([NH:17][P:18](=[O:25])([O:22][CH2:23][CH3:24])[O:19][CH2:20][CH3:21])[CH2:4]1. The yield is 0.830. (3) The reactants are [NH2:1][C:2]1[CH:3]=[CH:4][C:5]([F:19])=[C:6]([C@:8]2([CH3:18])[CH2:14][C:13]([CH3:16])([CH3:15])[O:12][CH2:11][C:10](=[S:17])[NH:9]2)[CH:7]=1.[F:20][C:21]([F:29])([F:28])[C:22]1([C:25](O)=[O:26])[CH2:24][CH2:23]1. No catalyst specified. The product is [F:19][C:5]1[CH:4]=[CH:3][C:2]([NH:1][C:25]([C:22]2([C:21]([F:29])([F:28])[F:20])[CH2:24][CH2:23]2)=[O:26])=[CH:7][C:6]=1[C@:8]1([CH3:18])[CH2:14][C:13]([CH3:16])([CH3:15])[O:12][CH2:11][C:10](=[S:17])[NH:9]1. The yield is 0.920. (4) The reactants are C([O:3][C:4](=[O:49])[CH2:5][CH2:6][CH2:7][O:8][C:9]1[CH:14]=[CH:13][CH:12]=[C:11]([CH2:15][CH2:16][CH2:17][CH2:18][CH2:19][CH2:20][O:21][C:22]2[CH:27]=[C:26]([C:28]3[CH:33]=[CH:32][N:31]=[C:30]([F:34])[CH:29]=3)[CH:25]=[C:24]([C:35]3[CH:40]=[CH:39][N:38]=[C:37]([F:41])[CH:36]=3)[CH:23]=2)[C:10]=1[CH2:42][CH2:43][C:44]([O:46]CC)=[O:45])C. The catalyst is [OH-].[Na+]. The product is [F:41][C:37]1[CH:36]=[C:35]([C:24]2[CH:23]=[C:22]([CH:27]=[C:26]([C:28]3[CH:33]=[CH:32][N:31]=[C:30]([F:34])[CH:29]=3)[CH:25]=2)[O:21][CH2:20][CH2:19][CH2:18][CH2:17][CH2:16][CH2:15][C:11]2[C:10]([CH2:42][CH2:43][C:44]([OH:46])=[O:45])=[C:9]([CH:14]=[CH:13][CH:12]=2)[O:8][CH2:7][CH2:6][CH2:5][C:4]([OH:49])=[O:3])[CH:40]=[CH:39][N:38]=1. The yield is 0.560. (5) The reactants are [F:1][C:2]([F:13])([F:12])[O:3][C:4]1[CH:11]=[CH:10][C:7]([CH2:8]Br)=[CH:6][CH:5]=1.[OH:14][C:15]1[CH:20]=[CH:19][C:18]([N:21]([C:38](=[O:47])/[CH:39]=[CH:40]/[C:41]2[CH:46]=[CH:45][CH:44]=[CH:43][CH:42]=2)[CH2:22][C:23]([N:25]2[CH2:29][CH2:28][C@H:27]([NH:30][C:31](=[O:37])[O:32][C:33]([CH3:36])([CH3:35])[CH3:34])[CH2:26]2)=[O:24])=[CH:17][CH:16]=1.C(=O)([O-])[O-].[Cs+].[Cs+]. The yield is 0.750. The catalyst is CCCC[N+](CCCC)(CCCC)CCCC.[I-].CN(C=O)C.C(OCC)(=O)C. The product is [F:1][C:2]([F:13])([F:12])[O:3][C:4]1[CH:11]=[CH:10][C:7]([CH2:8][O:14][C:15]2[CH:20]=[CH:19][C:18]([N:21]([C:38](=[O:47])/[CH:39]=[CH:40]/[C:41]3[CH:46]=[CH:45][CH:44]=[CH:43][CH:42]=3)[CH2:22][C:23]([N:25]3[CH2:29][CH2:28][C@H:27]([NH:30][C:31](=[O:37])[O:32][C:33]([CH3:36])([CH3:35])[CH3:34])[CH2:26]3)=[O:24])=[CH:17][CH:16]=2)=[CH:6][CH:5]=1. (6) The yield is 0.520. The catalyst is O. The product is [CH3:13][C:12]1[NH:6][C:4](=[O:5])[C:3]([C:1]#[N:2])=[C:9]([C:8]([F:16])([F:15])[F:7])[CH:11]=1. The reactants are [C:1]([CH2:3][C:4]([NH2:6])=[O:5])#[N:2].[F:7][C:8]([F:16])([F:15])[C:9]([CH2:11][C:12](=O)[CH3:13])=O.C([O-])([O-])=O.[K+].[K+]. (7) The reactants are [CH3:1][S:2]([C:5]1[C:14]([CH2:15]O)=[CH:13][C:12]2[C:7](=[CH:8][CH:9]=[C:10]([CH3:17])[CH:11]=2)[N:6]=1)(=[O:4])=[O:3].O=S(Cl)[Cl:20]. No catalyst specified. The product is [Cl:20][CH2:15][C:14]1[C:5]([S:2]([CH3:1])(=[O:4])=[O:3])=[N:6][C:7]2[C:12]([CH:13]=1)=[CH:11][C:10]([CH3:17])=[CH:9][CH:8]=2. The yield is 0.950.